From a dataset of Forward reaction prediction with 1.9M reactions from USPTO patents (1976-2016). Predict the product of the given reaction. (1) Given the reactants [NH:1]=[C:2]1[N:6]([C:7]2[CH:12]=[C:11]([CH3:13])[CH:10]=[CH:9][C:8]=2[CH:14]([CH3:16])[CH3:15])[C:5](=[O:17])[CH2:4][S:3]1.Cl[C:19]([O:21][C:22]1[CH:27]=[CH:26][C:25]([N+:28]([O-:30])=[O:29])=[CH:24][CH:23]=1)=[O:20].C(=O)([O-])[O-].[Cs+].[Cs+], predict the reaction product. The product is: [CH:14]([C:8]1[CH:9]=[CH:10][C:11]([CH3:13])=[CH:12][C:7]=1[N:6]1[C:5](=[O:17])[CH2:4][S:3]/[C:2]/1=[N:1]\[C:19](=[O:20])[O:21][C:22]1[CH:23]=[CH:24][C:25]([N+:28]([O-:30])=[O:29])=[CH:26][CH:27]=1)([CH3:15])[CH3:16]. (2) Given the reactants [CH3:1][C:2]1[CH:6]=[C:5]([CH:7]=O)[O:4][N:3]=1.[CH3:9][O:10][CH2:11][CH2:12][NH2:13].[C:14]1(=[O:25])[O:20][C:18](=O)[C:17]2=[CH:21][CH:22]=[CH:23][CH:24]=[C:16]2[CH2:15]1.[CH3:26][O:27][C:28]1[CH:29]=[C:30]([CH:32]=[CH:33][CH:34]=1)[NH2:31], predict the reaction product. The product is: [CH3:9][O:10][CH2:11][CH2:12][N:13]1[CH:7]([C:5]2[O:4][N:3]=[C:2]([CH3:1])[CH:6]=2)[CH:15]([C:14]([NH:31][C:30]2[CH:32]=[CH:33][CH:34]=[C:28]([O:27][CH3:26])[CH:29]=2)=[O:25])[C:16]2[C:17](=[CH:21][CH:22]=[CH:23][CH:24]=2)[C:18]1=[O:20]. (3) Given the reactants Br[C:2]1[CH:3]=[C:4]2[C:9](=[CH:10][CH:11]=1)[N:8]=[C:7]([O:12][CH3:13])[C:6]([CH2:14][C:15]1[CH:20]=[CH:19][C:18]([C:21]([F:24])([F:23])[F:22])=[CH:17][CH:16]=1)=[C:5]2[Cl:25].C1COCC1.C([Li])CCC.[CH3:36][C:37]1[C:42]([CH:43]=[O:44])=[CH:41][CH:40]=[C:39]([CH3:45])[N:38]=1, predict the reaction product. The product is: [Cl:25][C:5]1[C:4]2[C:9](=[CH:10][CH:11]=[C:2]([CH:43]([C:42]3[C:37]([CH3:36])=[N:38][C:39]([CH3:45])=[CH:40][CH:41]=3)[OH:44])[CH:3]=2)[N:8]=[C:7]([O:12][CH3:13])[C:6]=1[CH2:14][C:15]1[CH:20]=[CH:19][C:18]([C:21]([F:24])([F:23])[F:22])=[CH:17][CH:16]=1. (4) Given the reactants [C:1]([O:7][C:8]1[CH:13]=[CH:12][C:11]([C:14](=[O:34])[NH:15][CH2:16][C:17]2[N:21](C(=O)C(C)(C)C)[N:20]=[C:19]([C:28]3[CH:33]=[CH:32][N:31]=[CH:30][CH:29]=3)[N:18]=2)=[CH:10][CH:9]=1)(=[O:6])[C:2]([CH3:5])([CH3:4])[CH3:3].C([O-])(O)=O.[Na+], predict the reaction product. The product is: [C:1]([O:7][C:8]1[CH:13]=[CH:12][C:11]([C:14](=[O:34])[NH:15][CH2:16][C:17]2[NH:21][N:20]=[C:19]([C:28]3[CH:33]=[CH:32][N:31]=[CH:30][CH:29]=3)[N:18]=2)=[CH:10][CH:9]=1)(=[O:6])[C:2]([CH3:5])([CH3:4])[CH3:3]. (5) Given the reactants N/[CH:2]=[N:3]/[C:4](/[NH:13][CH2:14][C:15]1[CH:20]=[CH:19][C:18]([O:21][CH3:22])=[CH:17][CH:16]=1)=[C:5](\[C:11]#[N:12])/[C:6]([O:8][CH2:9][CH3:10])=[O:7].[ClH:23], predict the reaction product. The product is: [Cl:23][C:11]1[C:5]([C:6]([O:8][CH2:9][CH3:10])=[O:7])=[C:4]([NH:13][CH2:14][C:15]2[CH:20]=[CH:19][C:18]([O:21][CH3:22])=[CH:17][CH:16]=2)[N:3]=[CH:2][N:12]=1.